From a dataset of Full USPTO retrosynthesis dataset with 1.9M reactions from patents (1976-2016). Predict the reactants needed to synthesize the given product. (1) Given the product [CH3:9][O:10][C:11]1[CH:12]=[CH:13][C:14]([S:17]([N:1]2[CH2:6][CH2:5][CH:4]([C:7]#[N:8])[CH2:3][CH2:2]2)(=[O:19])=[O:18])=[CH:15][CH:16]=1, predict the reactants needed to synthesize it. The reactants are: [NH:1]1[CH2:6][CH2:5][CH:4]([C:7]#[N:8])[CH2:3][CH2:2]1.[CH3:9][O:10][C:11]1[CH:16]=[CH:15][C:14]([S:17](Cl)(=[O:19])=[O:18])=[CH:13][CH:12]=1.C(Cl)(Cl)Cl. (2) The reactants are: [C:1]([C:3]1[CH:8]=[CH:7][C:6]([C:9]2([O:12][CH2:13][C:14]([CH3:17])([CH3:16])[CH3:15])[CH2:11][CH2:10]2)=[CH:5][C:4]=1C)#[CH:2].[CH3:19][O:20][C:21](=[O:30])[CH2:22][C:23]1[CH:28]=[CH:27][C:26](I)=[CH:25][CH:24]=1.[CH2:31](N(CC)CC)C. Given the product [CH3:17][C:14]([CH3:15])([CH3:16])[CH2:13][O:12][C:9]1([C:6]2[CH:5]=[CH:4][C:3]([C:1]#[C:2][C:26]3[CH:27]=[CH:28][C:23]([CH2:22][C:21]([O:20][CH3:19])=[O:30])=[CH:24][CH:25]=3)=[CH:8][C:7]=2[CH3:31])[CH2:10][CH2:11]1, predict the reactants needed to synthesize it. (3) The reactants are: [C:1]([O:5][C:6]([N:8]1[CH2:13][CH2:12][N:11]([C:14]2[CH:19]=[CH:18][C:17]([NH2:20])=[CH:16][C:15]=2[F:21])[CH2:10][CH2:9]1)=[O:7])([CH3:4])([CH3:3])[CH3:2].[N:22]1[CH:27]=[CH:26][CH:25]=[C:24]([C:28]2[CH:36]=[CH:35][CH:34]=[CH:33][C:29]=2[C:30](O)=[O:31])[CH:23]=1.CN(C(ON1N=NC2C=CC=NC1=2)=[N+](C)C)C.F[P-](F)(F)(F)(F)F.C(NC(C)C)(C)C. Given the product [C:1]([O:5][C:6]([N:8]1[CH2:13][CH2:12][N:11]([C:14]2[CH:19]=[CH:18][C:17]([NH:20][C:30](=[O:31])[C:29]3[CH:33]=[CH:34][CH:35]=[CH:36][C:28]=3[C:24]3[CH:23]=[N:22][CH:27]=[CH:26][CH:25]=3)=[CH:16][C:15]=2[F:21])[CH2:10][CH2:9]1)=[O:7])([CH3:4])([CH3:2])[CH3:3], predict the reactants needed to synthesize it. (4) Given the product [Cl:11][C:4]1[N:3]=[C:2]([NH:18][CH:15]2[CH2:16][CH2:17][O:12][CH2:13][CH2:14]2)[C:7]([N+:8]([O-:10])=[O:9])=[CH:6][CH:5]=1, predict the reactants needed to synthesize it. The reactants are: Cl[C:2]1[C:7]([N+:8]([O-:10])=[O:9])=[CH:6][CH:5]=[C:4]([Cl:11])[N:3]=1.[O:12]1[CH2:17][CH2:16][CH:15]([NH2:18])[CH2:14][CH2:13]1. (5) Given the product [C:40]([C:38]1[CH:39]=[C:35]([NH:34][C:33]([NH:28][C@@H:21]2[C:22]3[C:27](=[CH:26][CH:25]=[CH:24][CH:23]=3)[C@H:18]([O:17][C:14]3[CH:15]=[CH:16][C:11]4[N:12]([C:8]([N:4]5[CH2:5][CH2:6][CH2:7][O:1][CH2:2][CH2:3]5)=[N:9][N:10]=4)[CH:13]=3)[CH2:19][CH2:20]2)=[O:32])[N:36]([C:44]2[CH:49]=[CH:48][C:47]([CH3:50])=[CH:46][CH:45]=2)[N:37]=1)([CH3:43])([CH3:41])[CH3:42], predict the reactants needed to synthesize it. The reactants are: [O:1]1[CH2:7][CH2:6][CH2:5][N:4]([C:8]2[N:12]3[CH:13]=[C:14]([O:17][C@H:18]4[C:27]5[C:22](=[CH:23][CH:24]=[CH:25][CH:26]=5)[C@@H:21]([NH2:28])[CH2:20][CH2:19]4)[CH:15]=[CH:16][C:11]3=[N:10][N:9]=2)[CH2:3][CH2:2]1.ClC(Cl)(Cl)C[O:32][C:33](=O)[NH:34][C:35]1[N:36]([C:44]2[CH:49]=[CH:48][C:47]([CH3:50])=[CH:46][CH:45]=2)[N:37]=[C:38]([C:40]([CH3:43])([CH3:42])[CH3:41])[CH:39]=1.CCN(C(C)C)C(C)C. (6) Given the product [CH:14]1([O:13][C:11]2[CH:10]=[CH:9][C:8]([CH:19]=[O:20])=[C:7]([B:23]3[O:27][C:26]([CH3:29])([CH3:28])[C:25]([CH3:31])([CH3:30])[O:24]3)[CH:12]=2)[CH2:18][CH2:17][CH2:16][CH2:15]1, predict the reactants needed to synthesize it. The reactants are: FC(F)(F)S(O[C:7]1[CH:12]=[C:11]([O:13][CH:14]2[CH2:18][CH2:17][CH2:16][CH2:15]2)[CH:10]=[CH:9][C:8]=1[CH:19]=[O:20])(=O)=O.[B:23]1([B:23]2[O:27][C:26]([CH3:29])([CH3:28])[C:25]([CH3:31])([CH3:30])[O:24]2)[O:27][C:26]([CH3:29])([CH3:28])[C:25]([CH3:31])([CH3:30])[O:24]1.C([O-])(=O)C.[K+]. (7) Given the product [C:39]1([CH3:64])[CH:44]=[CH:43][C:42]([S:45]([CH2:48][CH2:49][O:50][C:51](=[O:63])[C:52]2[CH:57]=[CH:56][C:55]([CH3:58])=[C:54]([S:59]([N:21]3[C:20]4[CH:22]=[CH:23][CH:24]=[CH:25][C:19]=4[N:18]=[C:17]3[S:15]([CH2:14][C:10]3[C:9]([CH3:26])=[C:8]([O:7][CH2:6][CH2:5][CH2:4][O:3][CH3:2])[CH:13]=[CH:12][N:11]=3)=[O:16])(=[O:61])=[O:60])[CH:53]=2)(=[O:47])=[O:46])=[CH:41][CH:40]=1, predict the reactants needed to synthesize it. The reactants are: [Na].[CH3:2][O:3][CH2:4][CH2:5][CH2:6][O:7][C:8]1[CH:13]=[CH:12][N:11]=[C:10]([CH2:14][S:15]([C:17]2[NH:21][C:20]3[CH:22]=[CH:23][CH:24]=[CH:25][C:19]=3[N:18]=2)=[O:16])[C:9]=1[CH3:26].CCN(CC)CC.C([O-])(O)=O.[Na+].[C:39]1([CH3:64])[CH:44]=[CH:43][C:42]([S:45]([CH2:48][CH2:49][O:50][C:51](=[O:63])[C:52]2[CH:57]=[CH:56][C:55]([CH3:58])=[C:54]([S:59](Cl)(=[O:61])=[O:60])[CH:53]=2)(=[O:47])=[O:46])=[CH:41][CH:40]=1. (8) Given the product [ClH:12].[NH2:8][C:7]1[CH:6]=[CH:5][N:4]=[CH:3][C:2]=1[NH:1][C:9](=[O:11])[CH3:10], predict the reactants needed to synthesize it. The reactants are: [NH2:1][C:2]1[CH:3]=[N:4][CH:5]=[CH:6][C:7]=1[NH2:8].[C:9]([Cl:12])(=[O:11])[CH3:10]. (9) The reactants are: [NH2:1][C:2]1[CH:20]=[CH:19][C:5]([O:6][C:7]2[C:12]3[NH:13][C:14](=[O:18])[C:15](=[O:17])[NH:16][C:11]=3[N:10]=[CH:9][CH:8]=2)=[CH:4][C:3]=1[F:21].[F:22][C:23]1[CH:28]=[CH:27][C:26]([C:29]([F:32])([F:31])[F:30])=[CH:25][C:24]=1[N:33]=[C:34]=[O:35]. Given the product [O:18]=[C:14]1[NH:13][C:12]2[C:7]([O:6][C:5]3[CH:19]=[CH:20][C:2]([NH:1][C:34]([NH:33][C:24]4[CH:25]=[C:26]([C:29]([F:30])([F:32])[F:31])[CH:27]=[CH:28][C:23]=4[F:22])=[O:35])=[C:3]([F:21])[CH:4]=3)=[CH:8][CH:9]=[N:10][C:11]=2[NH:16][C:15]1=[O:17], predict the reactants needed to synthesize it.